From a dataset of Full USPTO retrosynthesis dataset with 1.9M reactions from patents (1976-2016). Predict the reactants needed to synthesize the given product. (1) Given the product [CH3:1][O:2][C:3]([C:5]1[CH:6]=[C:7]2[C:12](=[C:13]([Cl:15])[CH:14]=1)[NH:11][CH:10]([C:16]1[CH:21]=[CH:20][CH:19]=[C:18]([N:25]3[CH2:30][CH2:29][O:28][CH2:27][CH2:26]3)[CH:17]=1)[C:9]([CH3:24])([CH3:23])[CH2:8]2)=[O:4], predict the reactants needed to synthesize it. The reactants are: [CH3:1][O:2][C:3]([C:5]1[CH:6]=[C:7]2[C:12](=[C:13]([Cl:15])[CH:14]=1)[NH:11][CH:10]([C:16]1[CH:21]=[CH:20][CH:19]=[C:18](Br)[CH:17]=1)[C:9]([CH3:24])([CH3:23])[CH2:8]2)=[O:4].[NH:25]1[CH2:30][CH2:29][O:28][CH2:27][CH2:26]1.Cl.CN(C)CC(O)=O.C(=O)([O-])[O-].[K+].[K+]. (2) Given the product [C:1]([O:5][C:6]([N:8]([C:19]([O:21][C:22]([CH3:25])([CH3:24])[CH3:23])=[O:20])[C:9]1[CH:13]=[C:12]([C:34]2[CH:35]=[CH:36][C:37]([C:40]3[O:48][C:47]4[C:42](=[N:43][CH:44]=[CH:45][CH:46]=4)[CH:41]=3)=[CH:38][CH:39]=2)[S:11][C:10]=1[C:15]([O:17][CH3:18])=[O:16])=[O:7])([CH3:4])([CH3:3])[CH3:2], predict the reactants needed to synthesize it. The reactants are: [C:1]([O:5][C:6]([N:8]([C:19]([O:21][C:22]([CH3:25])([CH3:24])[CH3:23])=[O:20])[C:9]1[CH:13]=[C:12](I)[S:11][C:10]=1[C:15]([O:17][CH3:18])=[O:16])=[O:7])([CH3:4])([CH3:3])[CH3:2].CC1(C)C(C)(C)OB([C:34]2[CH:39]=[CH:38][C:37]([C:40]3[O:48][C:47]4[C:42](=[N:43][CH:44]=[CH:45][CH:46]=4)[CH:41]=3)=[CH:36][CH:35]=2)O1. (3) Given the product [CH3:25][O:26][C:27]1[CH:34]=[CH:33][C:30]([CH2:31][O:1][C:2]2[CH:9]=[C:8]([O:10][CH2:11][CH2:12][C:13]3[N:14]=[C:15]([C:19]4[CH:24]=[CH:23][CH:22]=[CH:21][CH:20]=4)[O:16][C:17]=3[CH3:18])[CH:7]=[CH:6][C:3]=2[CH:4]=[O:5])=[CH:29][CH:28]=1, predict the reactants needed to synthesize it. The reactants are: [OH:1][C:2]1[CH:9]=[C:8]([O:10][CH2:11][CH2:12][C:13]2[N:14]=[C:15]([C:19]3[CH:24]=[CH:23][CH:22]=[CH:21][CH:20]=3)[O:16][C:17]=2[CH3:18])[CH:7]=[CH:6][C:3]=1[CH:4]=[O:5].[CH3:25][O:26][C:27]1[CH:34]=[CH:33][C:30]([CH2:31]Cl)=[CH:29][CH:28]=1.[OH-].[K+]. (4) Given the product [F:28][C:20]1([F:19])[CH2:21][CH2:22][C:23]([CH2:34][NH:31][C:11]([C:10]2[C:3]3[C:4](=[N:5][CH:6]=[CH:7][C:2]=3[Cl:1])[N:8]([CH:14]3[CH2:17][O:16][CH2:15]3)[CH:9]=2)=[O:13])([OH:45])[CH2:24][CH2:25]1, predict the reactants needed to synthesize it. The reactants are: [Cl:1][C:2]1[CH:7]=[CH:6][N:5]=[C:4]2[N:8]([CH2:14][CH2:15][O:16][CH3:17])[CH:9]=[C:10]([C:11]([OH:13])=O)[C:3]=12.Cl.[F:19][C:20]1([F:28])[CH2:25][CH2:24][CH:23](NC)[CH2:22][CH2:21]1.CC[N:31]([CH2:34]C)CC.N1([OH:45])C2C=CC=CC=2N=N1.C(Cl)CCl. (5) Given the product [OH:3][C:4]1[C:9]2[C:10](=[O:18])[C:11]3[S:17][CH:16]=[CH:15][C:12]=3[CH2:13][S:14][C:8]=2[CH:7]=[CH:6][CH:5]=1, predict the reactants needed to synthesize it. The reactants are: Br.C[O:3][C:4]1[C:9]2[C:10](=[O:18])[C:11]3[S:17][CH:16]=[CH:15][C:12]=3[CH2:13][S:14][C:8]=2[CH:7]=[CH:6][CH:5]=1.